From a dataset of Peptide-MHC class I binding affinity with 185,985 pairs from IEDB/IMGT. Regression. Given a peptide amino acid sequence and an MHC pseudo amino acid sequence, predict their binding affinity value. This is MHC class I binding data. (1) The peptide sequence is AQIGIFAPV. The MHC is HLA-B45:06 with pseudo-sequence HLA-B45:06. The binding affinity (normalized) is 0.493. (2) The peptide sequence is IFLVRCQL. The MHC is H-2-Db with pseudo-sequence H-2-Db. The binding affinity (normalized) is 0.0807. (3) The peptide sequence is RRNIFDLSV. The MHC is Mamu-B17 with pseudo-sequence Mamu-B17. The binding affinity (normalized) is 0. (4) The peptide sequence is TTTTTTTT. The MHC is Mamu-A01 with pseudo-sequence Mamu-A01. The binding affinity (normalized) is 0.00648. (5) The peptide sequence is SSWNSAHEK. The MHC is HLA-B15:17 with pseudo-sequence HLA-B15:17. The binding affinity (normalized) is 0.0847. (6) The peptide sequence is TGIVSSMHY. The MHC is HLA-B51:01 with pseudo-sequence HLA-B51:01. The binding affinity (normalized) is 0.0847. (7) The binding affinity (normalized) is 0. The MHC is HLA-A33:01 with pseudo-sequence HLA-A33:01. The peptide sequence is FQTKGLGISY. (8) The peptide sequence is ELRELNDRL. The MHC is HLA-A68:02 with pseudo-sequence HLA-A68:02. The binding affinity (normalized) is 0.265. (9) The MHC is HLA-B07:02 with pseudo-sequence HLA-B07:02. The binding affinity (normalized) is 0.0847. The peptide sequence is GEIGIRNWL. (10) The peptide sequence is NSHQRSDS. The MHC is H-2-Kb with pseudo-sequence H-2-Kb. The binding affinity (normalized) is 0.